This data is from Full USPTO retrosynthesis dataset with 1.9M reactions from patents (1976-2016). The task is: Predict the reactants needed to synthesize the given product. (1) Given the product [Cl:7][C:8]1[CH:16]=[CH:15][C:11]([C:12]#[N:14])=[C:10]([N:17]2[C:24](=[O:25])[C:23]3[CH:22]=[CH:21][N:20]([CH:26]([CH3:28])[CH3:27])[C:19]=3[CH:18]2[C:29]2[CH:30]=[CH:31][C:32]([Cl:35])=[CH:33][CH:34]=2)[CH:9]=1, predict the reactants needed to synthesize it. The reactants are: CCCP(=O)=O.[Cl:7][C:8]1[CH:16]=[CH:15][C:11]([C:12]([NH2:14])=O)=[C:10]([N:17]2[C:24](=[O:25])[C:23]3[CH:22]=[CH:21][N:20]([CH:26]([CH3:28])[CH3:27])[C:19]=3[CH:18]2[C:29]2[CH:34]=[CH:33][C:32]([Cl:35])=[CH:31][CH:30]=2)[CH:9]=1.CCN(CC)CC. (2) Given the product [CH3:21][C:22]1[CH:26]=[C:25]([CH3:27])[N:24]([C:2]2[N:11]=[C:10]([NH:13][C:14]3[CH:15]=[C:16]([CH3:20])[CH:17]=[CH:18][CH:19]=3)[C:9]3[C:4](=[CH:5][CH:6]=[CH:7][CH:8]=3)[N:3]=2)[N:23]=1, predict the reactants needed to synthesize it. The reactants are: Cl[C:2]1[N:11]=[C:10](Cl)[C:9]2[C:4](=[CH:5][CH:6]=[CH:7][CH:8]=2)[N:3]=1.[NH2:13][C:14]1[CH:19]=[CH:18][CH:17]=[C:16]([CH3:20])[CH:15]=1.[CH3:21][C:22]1[CH:26]=[C:25]([CH3:27])[NH:24][N:23]=1.